This data is from Reaction yield outcomes from USPTO patents with 853,638 reactions. The task is: Predict the reaction yield, written as a fraction of the theoretical maximum amount of product (1.0 means a 100% yield; for example, 0.34 means a 34% yield). (1) The reactants are Br[CH:2]([CH3:9])[C:3](=O)[C:4]([O:6][CH3:7])=[O:5].[CH:10]1([N:13]([CH:35]2[CH2:37][CH2:36]2)[C:14]([C:16]2[N:32]([CH2:33][CH3:34])[C:19]3=[N:20][C:21]([NH:28][C:29]([NH2:31])=[S:30])=[C:22]4[N:26]=[CH:25][N:24]([CH3:27])[C:23]4=[C:18]3[CH:17]=2)=[O:15])[CH2:12][CH2:11]1. The catalyst is CCO. The product is [CH:35]1([N:13]([CH:10]2[CH2:11][CH2:12]2)[C:14]([C:16]2[N:32]([CH2:33][CH3:34])[C:19]3=[N:20][C:21]([NH:28][C:29]4[S:30][C:2]([CH3:9])=[C:3]([C:4]([O:6][CH3:7])=[O:5])[N:31]=4)=[C:22]4[N:26]=[CH:25][N:24]([CH3:27])[C:23]4=[C:18]3[CH:17]=2)=[O:15])[CH2:36][CH2:37]1. The yield is 0.700. (2) The reactants are CN(C)[CH:3]=[CH:4][C:5]([C:7]1[C:12](=[O:13])[CH:11]=[CH:10][N:9]([C:14]2[CH:19]=[CH:18][C:17]([N:20]3[CH2:25][CH2:24][O:23][CH2:22][CH2:21]3)=[CH:16][CH:15]=2)[N:8]=1)=O.[CH3:27][CH:28]([CH3:32])[CH2:29][NH:30][NH2:31]. The catalyst is CO. The product is [CH3:27][CH:28]([CH3:32])[CH2:29][N:30]1[C:5]([C:7]2[C:12](=[O:13])[CH:11]=[CH:10][N:9]([C:14]3[CH:15]=[CH:16][C:17]([N:20]4[CH2:25][CH2:24][O:23][CH2:22][CH2:21]4)=[CH:18][CH:19]=3)[N:8]=2)=[CH:4][CH:3]=[N:31]1. The yield is 0.150.